This data is from Catalyst prediction with 721,799 reactions and 888 catalyst types from USPTO. The task is: Predict which catalyst facilitates the given reaction. (1) Reactant: [OH-].[Na+].[CH2:3]([OH:6])[C:4]#[CH:5].[Br:7][CH2:8][CH2:9][CH2:10][CH2:11][CH2:12][CH2:13][CH2:14]Br.C(OCC)C. Product: [CH2:3]([O:6][CH2:14][CH2:13][CH2:12][CH2:11][CH2:10][CH2:9][CH2:8][Br:7])[C:4]#[CH:5]. The catalyst class is: 568. (2) Reactant: [Si]([O:8][CH2:9][C:10]1[CH:11]=[C:12]([CH2:25][C:26]([CH3:29])([CH3:28])[CH3:27])[C:13]([C:16]2[CH:21]=[C:20]([O:22][CH3:23])[CH:19]=[CH:18][C:17]=2[F:24])=[N:14][CH:15]=1)(C(C)(C)C)(C)C.[F-].C([N+](CCCC)(CCCC)CCCC)CCC.O. Product: [F:24][C:17]1[CH:18]=[CH:19][C:20]([O:22][CH3:23])=[CH:21][C:16]=1[C:13]1[N:14]=[CH:15][C:10]([CH2:9][OH:8])=[CH:11][C:12]=1[CH2:25][C:26]([CH3:29])([CH3:28])[CH3:27]. The catalyst class is: 1. (3) Reactant: Br[CH2:2][C:3]([C:5]1[CH:10]=[CH:9][CH:8]=[CH:7][CH:6]=1)=[O:4].C(=O)([O-])[O-].[K+].[K+].[C:17]1([SH:23])[CH:22]=[CH:21][CH:20]=[CH:19][CH:18]=1. Product: [C:5]1([C:3](=[O:4])[CH2:2][S:23][C:17]2[CH:22]=[CH:21][CH:20]=[CH:19][CH:18]=2)[CH:10]=[CH:9][CH:8]=[CH:7][CH:6]=1. The catalyst class is: 8. (4) Reactant: [F:1][CH2:2][C:3]1([CH2:11][F:12])[O:8][CH2:7][CH:6]([CH2:9][OH:10])[CH2:5][O:4]1.[H-].[Na+].Cl[C:16]1[CH:21]=[CH:20][N+:19]([O-:22])=[C:18]([CH3:23])[C:17]=1[CH3:24]. Product: [F:1][CH2:2][C:3]1([CH2:11][F:12])[O:4][CH2:5][CH:6]([CH2:9][O:10][C:16]2[CH:21]=[CH:20][N+:19]([O-:22])=[C:18]([CH3:23])[C:17]=2[CH3:24])[CH2:7][O:8]1. The catalyst class is: 16. (5) Reactant: [N:1]1([C:7]2[CH:12]=[CH:11][C:10]([NH:13][C:14]([C:16]3[CH:17]=[C:18]([NH:22][C:23]([N:25]4[C:29]5[N:30]=[CH:31][N:32]=[C:33](Cl)[C:28]=5[CH:27]=[CH:26]4)=[O:24])[CH:19]=[CH:20][CH:21]=3)=[O:15])=[CH:9][CH:8]=2)[CH2:6][CH2:5][O:4][CH2:3][CH2:2]1.C(Cl)(=O)C.[F:39][C:40]([F:49])([F:48])[C:41]1[CH:42]=[C:43]([CH:45]=[CH:46][CH:47]=1)[NH2:44].Cl. Product: [N:1]1([C:7]2[CH:12]=[CH:11][C:10]([NH:13][C:14]([C:16]3[CH:17]=[C:18]([NH:22][C:23]([N:25]4[C:29]5[N:30]=[CH:31][N:32]=[C:33]([NH:44][C:43]6[CH:45]=[CH:46][CH:47]=[C:41]([C:40]([F:39])([F:48])[F:49])[CH:42]=6)[C:28]=5[CH:27]=[CH:26]4)=[O:24])[CH:19]=[CH:20][CH:21]=3)=[O:15])=[CH:9][CH:8]=2)[CH2:6][CH2:5][O:4][CH2:3][CH2:2]1. The catalyst class is: 51.